From a dataset of Catalyst prediction with 721,799 reactions and 888 catalyst types from USPTO. Predict which catalyst facilitates the given reaction. (1) Reactant: C(OC(=O)[NH:7][C@H:8]([CH3:17])[C:9]([N:11]1[CH2:14][CH:13]([C:15]#[N:16])[CH2:12]1)=[O:10])(C)(C)C.[F:19][C:20]([F:25])([F:24])[C:21]([OH:23])=[O:22]. Product: [F:19][C:20]([F:25])([F:24])[C:21]([OH:23])=[O:22].[NH2:7][C@H:8]([CH3:17])[C:9]([N:11]1[CH2:12][CH:13]([C:15]#[N:16])[CH2:14]1)=[O:10]. The catalyst class is: 2. (2) Reactant: [NH2:1][CH2:2][C:3]1[C:11]2[S:10](=[O:13])(=[O:12])[N:9]=[C:8]([C:14]3[C:15](=[O:32])[N:16]([CH2:25][C:26]4[CH:31]=[CH:30][CH:29]=[CH:28][CH:27]=4)[C:17]4[C:22]([C:23]=3[OH:24])=[CH:21][CH:20]=[CH:19][CH:18]=4)[NH:7][C:6]=2[S:5][CH:4]=1.C(N(CC)CC)C.[N:40]1([C:46](Cl)=[O:47])[CH2:45][CH2:44][O:43][CH2:42][CH2:41]1.Cl. Product: [CH2:25]([N:16]1[C:17]2[C:22](=[CH:21][CH:20]=[CH:19][CH:18]=2)[C:23]([OH:24])=[C:14]([C:8]2[NH:7][C:6]3[S:5][CH:4]=[C:3]([CH2:2][NH:1][C:46]([N:40]4[CH2:45][CH2:44][O:43][CH2:42][CH2:41]4)=[O:47])[C:11]=3[S:10](=[O:13])(=[O:12])[N:9]=2)[C:15]1=[O:32])[C:26]1[CH:31]=[CH:30][CH:29]=[CH:28][CH:27]=1. The catalyst class is: 7. (3) Reactant: [CH:1]([C:6]1[CH:7]=[C:8]([CH:11]=[CH:12][CH:13]=1)[C:9]#[N:10])=[CH:2][CH2:3][CH2:4][CH3:5]. Product: [CH2:1]([C:6]1[CH:7]=[C:8]([CH:11]=[CH:12][CH:13]=1)[C:9]#[N:10])[CH2:2][CH2:3][CH2:4][CH3:5]. The catalyst class is: 63. (4) Reactant: C1(P(C2C=CC=CC=2)C2C=CC=CC=2)C=CC=CC=1.[Br:20]Br.[CH:22]1[C:35]2[C:26](=[CH:27][C:28]3[C:33]([C:34]=2[CH2:36]O)=[CH:32][CH:31]=[CH:30][CH:29]=3)[CH:25]=[CH:24][CH:23]=1. Product: [Br:20][CH2:36][C:34]1[C:35]2[C:26]([CH:27]=[C:28]3[C:33]=1[CH:32]=[CH:31][CH:30]=[CH:29]3)=[CH:25][CH:24]=[CH:23][CH:22]=2. The catalyst class is: 10. (5) Product: [CH2:1]([N:8]1[C:21](=[O:22])[C:20]2[C:15](=[CH:16][CH:17]=[CH:18][CH:19]=2)[C:14]2[CH:13]=[C:12]([CH:23]=[O:26])[CH:11]=[CH:10][C:9]1=2)[C:2]1[CH:7]=[CH:6][CH:5]=[CH:4][CH:3]=1. The catalyst class is: 181. Reactant: [CH2:1]([N:8]1[C:21](=[O:22])[C:20]2[C:15](=[CH:16][CH:17]=[CH:18][CH:19]=2)[C:14]2[CH:13]=[C:12]([C:23]#N)[CH:11]=[CH:10][C:9]1=2)[C:2]1[CH:7]=[CH:6][CH:5]=[CH:4][CH:3]=1.C(O)=[O:26].